This data is from CYP2C19 inhibition data for predicting drug metabolism from PubChem BioAssay. The task is: Regression/Classification. Given a drug SMILES string, predict its absorption, distribution, metabolism, or excretion properties. Task type varies by dataset: regression for continuous measurements (e.g., permeability, clearance, half-life) or binary classification for categorical outcomes (e.g., BBB penetration, CYP inhibition). Dataset: cyp2c19_veith. (1) The drug is NS(=O)(=O)c1ccc(NC2(C(=O)O)CCCC2)cc1. The result is 0 (non-inhibitor). (2) The molecule is NNC(=O)[C@@H](O)[C@H](O)C(=O)NN. The result is 0 (non-inhibitor). (3) The drug is N[C@@H](CCCP(=O)(O)O)C(=O)O. The result is 0 (non-inhibitor). (4) The molecule is COCCCNC(=O)C1CC(=O)N(CCc2ccc(OC)c(OC)c2)C1. The result is 0 (non-inhibitor). (5) The compound is CN1C(=O)/C(=C\c2ccccc2)Sc2ccc(C(=O)N3CCN(c4ccccn4)CC3)cc21. The result is 1 (inhibitor). (6) The compound is COC(=O)C1=C(CSc2nncn2C)NC(=O)NC1c1ccc(F)cc1. The result is 0 (non-inhibitor). (7) The compound is Cc1sc(NC(=S)NC(=O)C(C)(C)C)c(C(N)=O)c1C. The result is 1 (inhibitor). (8) The molecule is C[C@@H](C(=O)NCc1ccccn1)[C@@H]1C[C@@]1(C)[C@@H](NC(=O)OCc1ccccc1)c1ccccc1. The result is 1 (inhibitor).